Dataset: Forward reaction prediction with 1.9M reactions from USPTO patents (1976-2016). Task: Predict the product of the given reaction. (1) Given the reactants CC(C)([O-])C.[K+].[CH3:7][CH:8]([C:14]([CH3:16])=[O:15])[C:9]([O:11][CH2:12][CH3:13])=[O:10].Cl[C:18]1[C:23]([C:24]#[N:25])=[C:22]([NH:26][CH3:27])[C:21]([N+:28]([O-:30])=[O:29])=[CH:20][CH:19]=1.[NH4+].[Cl-], predict the reaction product. The product is: [CH2:12]([O:11][C:9](=[O:10])[C:8]([C:18]1[CH:19]=[CH:20][C:21]([N+:28]([O-:30])=[O:29])=[C:22]([NH:26][CH3:27])[C:23]=1[C:24]#[N:25])([CH3:7])[C:14](=[O:15])[CH3:16])[CH3:13]. (2) Given the reactants [CH2:1]([O:8][N:9]1[C:15](=[O:16])[N:14]2[CH2:17][C@H:10]1[CH2:11][CH2:12][C@H:13]2[C:18]([OH:20])=O)[C:2]1[CH:7]=[CH:6][CH:5]=[CH:4][CH:3]=1.ClC(OCC(C)C)=O.C(N(CC)CC)C.[NH2:36][O:37][CH2:38][CH2:39][NH:40][C:41](=[O:47])[O:42][C:43]([CH3:46])([CH3:45])[CH3:44], predict the reaction product. The product is: [C:43]([O:42][C:41](=[O:47])[NH:40][CH2:39][CH2:38][O:37][NH:36][C:18]([C@@H:13]1[CH2:12][CH2:11][C@@H:10]2[CH2:17][N:14]1[C:15](=[O:16])[N:9]2[O:8][CH2:1][C:2]1[CH:3]=[CH:4][CH:5]=[CH:6][CH:7]=1)=[O:20])([CH3:46])([CH3:44])[CH3:45].